This data is from Forward reaction prediction with 1.9M reactions from USPTO patents (1976-2016). The task is: Predict the product of the given reaction. (1) Given the reactants [Cl:1][CH2:2][C:3](Cl)=[O:4].[CH:6]12[CH2:15][CH:10]3[CH2:11][CH:12]([CH2:14][CH:8]([CH2:9]3)[CH:7]1[NH2:16])[CH2:13]2.C([O-])([O-])=O.[K+].[K+], predict the reaction product. The product is: [CH:6]12[CH2:15][CH:10]3[CH2:11][CH:12]([CH2:14][CH:8]([CH2:9]3)[CH:7]1[NH:16][C:3](=[O:4])[CH2:2][Cl:1])[CH2:13]2. (2) The product is: [F:17][C:14]([F:15])([F:16])[C:12]1[N:13]=[C:3]2[CH2:2][N:45]([CH2:44][C:41]3[CH:42]=[CH:43][C:38]([S:35]([C:31]4[CH:32]=[CH:33][CH:34]=[C:29]([C:28]([F:47])([F:27])[F:46])[CH:30]=4)(=[O:37])=[O:36])=[CH:39][CH:40]=3)[C:5](=[O:7])[C:4]2=[CH:10][CH:11]=1. Given the reactants Br[CH2:2][C:3]1[N:13]=[C:12]([C:14]([F:17])([F:16])[F:15])[CH:11]=[CH:10][C:4]=1[C:5]([O:7]CC)=O.CCN(C(C)C)C(C)C.[F:27][C:28]([F:47])([F:46])[C:29]1[CH:30]=[C:31]([S:35]([C:38]2[CH:43]=[CH:42][C:41]([CH2:44][NH2:45])=[CH:40][CH:39]=2)(=[O:37])=[O:36])[CH:32]=[CH:33][CH:34]=1, predict the reaction product. (3) Given the reactants [CH2:1]([O:3][C:4]1[CH:5]=[CH:6][C:7]2[S:11][C:10]([NH2:12])=[N:9][C:8]=2[CH:13]=1)[CH3:2].[Cl:14][C:15]1[CH:16]=[C:17]([CH:21]=[CH:22][CH:23]=1)[C:18](Cl)=[O:19].Br[CH:25]([CH3:31])[C:26]([O:28]CC)=[O:27].FC1C2N=C(N)SC=2C=C(F)C=1.C1(C)C=CC(C(Cl)=O)=CC=1.BrCC(OCC)=O, predict the reaction product. The product is: [Cl:14][C:15]1[CH:16]=[C:17]([CH:21]=[CH:22][CH:23]=1)[C:18]([N:12]=[C:10]1[N:9]([CH:25]([CH3:31])[C:26]([OH:28])=[O:27])[C:8]2[CH:13]=[C:4]([O:3][CH2:1][CH3:2])[CH:5]=[CH:6][C:7]=2[S:11]1)=[O:19]. (4) Given the reactants [S:1]1[CH2:6][CH2:5][CH:4]([NH2:7])[CH2:3][CH2:2]1.[OH-].[Na+].[C:10](O[C:10]([O:12][C:13]([CH3:16])([CH3:15])[CH3:14])=[O:11])([O:12][C:13]([CH3:16])([CH3:15])[CH3:14])=[O:11].C1CCCCC1, predict the reaction product. The product is: [S:1]1[CH2:6][CH2:5][CH:4]([NH:7][C:10](=[O:11])[O:12][C:13]([CH3:16])([CH3:15])[CH3:14])[CH2:3][CH2:2]1. (5) Given the reactants Cl.[Cl:2][C:3]1[CH:11]=[C:10]2[C:6]([C:7]([NH:20][C:21]([NH:23][C:24]3[CH:29]=[CH:28][CH:27]=[CH:26][CH:25]=3)=[O:22])=[N:8][N:9]2COCC[Si](C)(C)C)=[CH:5][C:4]=1[C:30]1[CH:35]=[CH:34][CH:33]=[CH:32][CH:31]=1, predict the reaction product. The product is: [Cl:2][C:3]1[CH:11]=[C:10]2[C:6]([C:7]([NH:20][C:21]([NH:23][C:24]3[CH:29]=[CH:28][CH:27]=[CH:26][CH:25]=3)=[O:22])=[N:8][NH:9]2)=[CH:5][C:4]=1[C:30]1[CH:35]=[CH:34][CH:33]=[CH:32][CH:31]=1. (6) Given the reactants [Cl:1][C:2]1[CH:7]=[CH:6][C:5]([C:8]2[N:12]=[C:11]([CH2:13][O:14][C:15]3[C:16]([F:26])=[C:17]([C:22]([F:25])=[CH:23][CH:24]=3)[C:18](=[N:20]O)[NH2:19])[S:10][N:9]=2)=[CH:4][CH:3]=1.C(OC(=O)C)(=O)C.C1COCC1, predict the reaction product. The product is: [Cl:1][C:2]1[CH:7]=[CH:6][C:5]([C:8]2[N:12]=[C:11]([CH2:13][O:14][C:15]3[C:16]([F:26])=[C:17]([C:22]([F:25])=[CH:23][CH:24]=3)[C:18](=[NH:19])[NH2:20])[S:10][N:9]=2)=[CH:4][CH:3]=1.